Dataset: Cav3 T-type calcium channel HTS with 100,875 compounds. Task: Binary Classification. Given a drug SMILES string, predict its activity (active/inactive) in a high-throughput screening assay against a specified biological target. (1) The compound is s1c(CNC(=O)c2c(=O)c3c([nH]c2)cc(cc3)C)ccc1. The result is 0 (inactive). (2) The molecule is O=C1N(C(=O)CC1Cc1ccccc1)c1ccc(OC)cc1. The result is 0 (inactive). (3) The compound is O=c1[nH]c2c(cc1CN(Cc1ccccc1)Cc1n(nnn1)CC(OCC)=O)cc(cc2)CC. The result is 0 (inactive).